This data is from Forward reaction prediction with 1.9M reactions from USPTO patents (1976-2016). The task is: Predict the product of the given reaction. Given the reactants [CH3:1][S:2]([OH:5])(=[O:4])=[O:3].[Si]([O:13][CH2:14][CH2:15][N:16]([C:43]#[N:44])[C:17]1[CH:18]=[C:19]([CH:40]=[CH:41][CH:42]=1)[CH2:20][N:21]1[C:29](=[O:30])[C:28]2[C:23](=[CH:24][CH:25]=[CH:26][C:27]=2[NH:31][C:32]([C:34]2[S:35][C:36]([Cl:39])=[CH:37][CH:38]=2)=[O:33])[CH2:22]1)(C(C)(C)C)(C)C, predict the reaction product. The product is: [CH3:1][S:2]([OH:5])(=[O:4])=[O:3].[Cl:39][C:36]1[S:35][C:34]([C:32]([NH:31][C:27]2[CH:26]=[CH:25][CH:24]=[C:23]3[C:28]=2[C:29](=[O:30])[N:21]([CH2:20][C:19]2[CH:40]=[CH:41][CH:42]=[C:17]([N:16]4[CH2:15][CH2:14][O:13][C:43]4=[NH:44])[CH:18]=2)[CH2:22]3)=[O:33])=[CH:38][CH:37]=1.